From a dataset of NCI-60 drug combinations with 297,098 pairs across 59 cell lines. Regression. Given two drug SMILES strings and cell line genomic features, predict the synergy score measuring deviation from expected non-interaction effect. (1) Drug 1: CCN(CC)CCNC(=O)C1=C(NC(=C1C)C=C2C3=C(C=CC(=C3)F)NC2=O)C. Drug 2: C1CN(P(=O)(OC1)NCCCl)CCCl. Cell line: NCI-H460. Synergy scores: CSS=-0.974, Synergy_ZIP=-0.975, Synergy_Bliss=-5.51, Synergy_Loewe=-2.00, Synergy_HSA=-8.22. (2) Drug 1: CN1C2=C(C=C(C=C2)N(CCCl)CCCl)N=C1CCCC(=O)O.Cl. Drug 2: C1C(C(OC1N2C=NC3=C2NC=NCC3O)CO)O. Cell line: T-47D. Synergy scores: CSS=19.5, Synergy_ZIP=-4.38, Synergy_Bliss=1.36, Synergy_Loewe=1.57, Synergy_HSA=2.25.